Dataset: Forward reaction prediction with 1.9M reactions from USPTO patents (1976-2016). Task: Predict the product of the given reaction. (1) Given the reactants [CH2:1]([N:3]1[C:9]2[CH:10]=[C:11]([N+:16]([O-])=O)[C:12]([O:14][CH3:15])=[CH:13][C:8]=2[CH2:7][N:6]([CH2:19][CH3:20])[CH2:5][C:4]1=[O:21])[CH3:2].C(O)C.C(OCC)(=O)C, predict the reaction product. The product is: [NH2:16][C:11]1[C:12]([O:14][CH3:15])=[CH:13][C:8]2[CH2:7][N:6]([CH2:19][CH3:20])[CH2:5][C:4](=[O:21])[N:3]([CH2:1][CH3:2])[C:9]=2[CH:10]=1. (2) Given the reactants [NH2:1][C:2]1[C:7]([Br:8])=[CH:6][C:5]([C:9](=[O:15])/[CH:10]=[CH:11]/[C:12]([OH:14])=[O:13])=[CH:4][C:3]=1[Br:16].[CH3:17][Si](C)(C)Cl, predict the reaction product. The product is: [NH2:1][C:2]1[C:3]([Br:16])=[CH:4][C:5]([C:9](=[O:15])/[CH:10]=[CH:11]/[C:12]([O:14][CH3:17])=[O:13])=[CH:6][C:7]=1[Br:8]. (3) Given the reactants [C:1]([O:5][C:6]([N:8]1[CH2:13][CH2:12][C:11](=[O:14])[CH2:10][C@@H:9]1[C:15]([OH:17])=[O:16])=[O:7])([CH3:4])([CH3:3])[CH3:2].[CH:18]1(O)[CH2:22][CH2:21][CH2:20][CH2:19]1.C(Cl)CCl.C([O-])([O-])=O.[Na+].[Na+], predict the reaction product. The product is: [O:14]=[C:11]1[CH2:12][CH2:13][N:8]([C:6]([O:5][C:1]([CH3:4])([CH3:2])[CH3:3])=[O:7])[C@@H:9]([C:15]([O:17][CH:18]2[CH2:22][CH2:21][CH2:20][CH2:19]2)=[O:16])[CH2:10]1. (4) Given the reactants C1C=CC2N(O)N=NC=2C=1.CCN(C(C)C)C(C)C.[Cl:20][C:21]1[CH:22]=[C:23]2[C:27](=[CH:28][CH:29]=1)[N:26]([CH2:30][C:31]([N:33]1[CH2:38][CH2:37][N:36]([CH3:39])[CH2:35][CH2:34]1)=[O:32])[CH:25]=[C:24]2[C:40](O)=[O:41].Cl.[NH2:44][N:45]1[CH2:50][CH2:49][CH:48]([N:51]2[C:55]([CH3:56])=[C:54]([C:57](=[O:61])[CH2:58][CH2:59][CH3:60])[CH:53]=[N:52]2)[CH2:47][CH2:46]1, predict the reaction product. The product is: [ClH:20].[C:57]([C:54]1[CH:53]=[N:52][N:51]([CH:48]2[CH2:47][CH2:46][N:45]([NH:44][C:40]([C:24]3[C:23]4[C:27](=[CH:28][CH:29]=[C:21]([Cl:20])[CH:22]=4)[N:26]([CH2:30][C:31]([N:33]4[CH2:34][CH2:35][N:36]([CH3:39])[CH2:37][CH2:38]4)=[O:32])[CH:25]=3)=[O:41])[CH2:50][CH2:49]2)[C:55]=1[CH3:56])(=[O:61])[CH2:58][CH2:59][CH3:60]. (5) Given the reactants [N:1]([C@H:4]1[C@@H:9]([CH3:10])[CH2:8][N:7]([C:11]2[CH:16]=[CH:15][N:14]=[CH:13][C:12]=2[NH:17][C:18](=[O:34])[C:19]2[CH:24]=[CH:23][C:22]([F:25])=[C:21]([C:26]3[C:31]([F:32])=[CH:30][CH:29]=[CH:28][C:27]=3[F:33])[N:20]=2)[CH2:6][C@H:5]1[NH:35][C:36](=[O:42])[O:37][C:38]([CH3:41])([CH3:40])[CH3:39])=[N+:2]=[N-:3].C.[CH:44]#[C:45][CH3:46].C(N(CC)CC)C, predict the reaction product. The product is: [F:32][C:31]1[CH:30]=[CH:29][CH:28]=[C:27]([F:33])[C:26]=1[C:21]1[N:20]=[C:19]([C:18]([NH:17][C:12]2[CH:13]=[N:14][CH:15]=[CH:16][C:11]=2[N:7]2[CH2:8][C@H:9]([CH3:10])[C@H:4]([N:1]3[CH:44]=[C:45]([CH3:46])[N:3]=[N:2]3)[C@H:5]([NH:35][C:36](=[O:42])[O:37][C:38]([CH3:41])([CH3:40])[CH3:39])[CH2:6]2)=[O:34])[CH:24]=[CH:23][C:22]=1[F:25]. (6) Given the reactants [O:1]1[C:5]2[CH:6]=[CH:7][CH:8]=[CH:9][C:4]=2[N:3]=[C:2]1[NH:10][CH:11]1[CH2:16][CH2:15][N:14]([CH2:17][C:18]2[N:19]=[C:20]([C:24]3[CH:29]=[CH:28][CH:27]=[CH:26][CH:25]=3)[NH:21][C:22]=2[CH3:23])[CH2:13][CH2:12]1.C(C1NC(C2C=C([NH:43][C:44](=[O:46])[CH3:45])C=CC=2)=NC=1C)=O, predict the reaction product. The product is: [O:1]1[C:5]2[CH:6]=[CH:7][CH:8]=[CH:9][C:4]=2[N:3]=[C:2]1[NH:10][CH:11]1[CH2:16][CH2:15][N:14]([CH2:17][C:18]2[N:19]=[C:20]([C:24]3[CH:29]=[C:28]([NH:43][C:44](=[O:46])[CH3:45])[CH:27]=[CH:26][CH:25]=3)[NH:21][C:22]=2[CH3:23])[CH2:13][CH2:12]1. (7) Given the reactants [C:1]([CH2:4][CH2:5][C:6]1[C:10]([CH3:11])=[C:9]([CH:12]=O)[NH:8][C:7]=1[CH3:14])([OH:3])=[O:2].[CH2:15]([O:17][C:18]1[CH:19]=[C:20]([C:24]2[CH:32]=[C:31]3[C:27]([CH2:28][C:29](=[O:33])[NH:30]3)=[CH:26][CH:25]=2)[CH:21]=[CH:22][CH:23]=1)[CH3:16], predict the reaction product. The product is: [CH2:15]([O:17][C:18]1[CH:19]=[C:20]([C:24]2[CH:32]=[C:31]3[C:27]([C:28](=[CH:12][C:9]4[NH:8][C:7]([CH3:14])=[C:6]([CH2:5][CH2:4][C:1]([OH:3])=[O:2])[C:10]=4[CH3:11])[C:29](=[O:33])[NH:30]3)=[CH:26][CH:25]=2)[CH:21]=[CH:22][CH:23]=1)[CH3:16]. (8) Given the reactants Cl.[O:2]1[CH2:7][CH2:6][CH:5]([NH2:8])[CH2:4][CH2:3]1.C(N(CC)CC)C.ON1C2C=CC=CC=2N=N1.Cl.C(N=C=NCCCN(C)C)C.[CH3:38][C:39]1[CH:47]=[C:46]2[C:42]([CH:43]=[N:44][NH:45]2)=[CH:41][C:40]=1[C:48](O)=[O:49].C(=O)([O-])O.[Na+], predict the reaction product. The product is: [CH3:38][C:39]1[CH:47]=[C:46]2[C:42]([CH:43]=[N:44][NH:45]2)=[CH:41][C:40]=1[C:48]([NH:8][CH:5]1[CH2:6][CH2:7][O:2][CH2:3][CH2:4]1)=[O:49]. (9) Given the reactants [Cl:1][C:2]1[CH:8]=[CH:7][C:5]([NH2:6])=[C:4]([F:9])[CH:3]=1.[CH3:10][C:11](OC(C)=O)=[O:12], predict the reaction product. The product is: [Cl:1][C:2]1[CH:8]=[CH:7][C:5]([NH:6][C:11](=[O:12])[CH3:10])=[C:4]([F:9])[CH:3]=1.